Dataset: Reaction yield outcomes from USPTO patents with 853,638 reactions. Task: Predict the reaction yield, written as a fraction of the theoretical maximum amount of product (1.0 means a 100% yield; for example, 0.34 means a 34% yield). The reactants are [N+:1]([C:4]1[CH:13]=[C:12]2[C:7]([CH2:8][CH2:9][CH2:10][C:11]2=[O:14])=[CH:6][CH:5]=1)([O-:3])=[O:2].[BH4-].[Na+]. The catalyst is CO. The product is [N+:1]([C:4]1[CH:13]=[C:12]2[C:7]([CH2:8][CH2:9][CH2:10][CH:11]2[OH:14])=[CH:6][CH:5]=1)([O-:3])=[O:2]. The yield is 0.800.